Dataset: Catalyst prediction with 721,799 reactions and 888 catalyst types from USPTO. Task: Predict which catalyst facilitates the given reaction. (1) Reactant: [Br:1][C:2]1[CH:7]=[CH:6][CH:5]=[CH:4][C:3]=1[CH2:8][CH2:9][C:10](O)=[O:11].S(C)C. Product: [Br:1][C:2]1[CH:7]=[CH:6][CH:5]=[CH:4][C:3]=1[CH2:8][CH2:9][CH2:10][OH:11]. The catalyst class is: 1. (2) Reactant: [NH2:1][C:2]1[C:3]([C:9]([OH:11])=O)=[N:4][C:5]([Br:8])=[CH:6][CH:7]=1.CN(C(O[N:20]1N=N[C:22]2C=CC=N[C:21]1=2)=[N+](C)C)C.F[P-](F)(F)(F)(F)F.CCN(C(C)C)C(C)C.C(N)C. Product: [CH2:21]([NH:20][C:9]([C:3]1[C:2]([NH2:1])=[CH:7][CH:6]=[C:5]([Br:8])[N:4]=1)=[O:11])[CH3:22]. The catalyst class is: 3. (3) Reactant: Cl[C:2]1[C:3]([CH2:8][OH:9])=[N:4][CH:5]=[CH:6][N:7]=1.[CH:10]([N:13]1[C:17](B2OC(C)(C)C(C)(C)O2)=[CH:16][CH:15]=[N:14]1)([CH3:12])[CH3:11].C([O-])([O-])=O.[K+].[K+].O1CCOCC1. Product: [CH:10]([N:13]1[C:17]([C:2]2[C:3]([CH2:8][OH:9])=[N:4][CH:5]=[CH:6][N:7]=2)=[CH:16][CH:15]=[N:14]1)([CH3:12])[CH3:11]. The catalyst class is: 263. (4) Reactant: [CH3:1][O:2][C:3]1[C:4](=[O:24])[C:5](C(O)=O)=[N:6][N:7]([C:9]2[C:19]([F:20])=[CH:18][C:12]3[O:13][C:14]([F:17])([F:16])[O:15][C:11]=3[CH:10]=2)[CH:8]=1.C1C=CC(P([N:39]=[N+]=[N-])(C2C=CC=CC=2)=O)=CC=1.CCN(CC)CC.[OH-].[Na+]. Product: [NH2:39][C:5]1[C:4](=[O:24])[C:3]([O:2][CH3:1])=[CH:8][N:7]([C:9]2[C:19]([F:20])=[CH:18][C:12]3[O:13][C:14]([F:17])([F:16])[O:15][C:11]=3[CH:10]=2)[N:6]=1. The catalyst class is: 11.